Task: Predict the reaction yield, written as a fraction of the theoretical maximum amount of product (1.0 means a 100% yield; for example, 0.34 means a 34% yield).. Dataset: Reaction yield outcomes from USPTO patents with 853,638 reactions The reactants are Br[C:2]1[C:3]([O:8][C:9]2[CH:10]=[CH:11][C:12]3[N:16]=[C:15]([CH2:17][O:18][C:19]4[CH:20]=[C:21]([CH:26]=[CH:27][CH:28]=4)[C:22]([O:24][CH3:25])=[O:23])[N:14]([CH3:29])[C:13]=3[CH:30]=2)=[N:4][CH:5]=[CH:6][CH:7]=1.[CH2:31](B(CC)CC)[CH3:32].C(=O)([O-])[O-].[K+].[K+].O. The catalyst is CN(C=O)C.C1C=CC(P(C2C=CC=CC=2)[C-]2C=CC=C2)=CC=1.C1C=CC(P(C2C=CC=CC=2)[C-]2C=CC=C2)=CC=1.Cl[Pd]Cl.[Fe+2].ClCCl. The product is [CH2:31]([C:2]1[C:3]([O:8][C:9]2[CH:10]=[CH:11][C:12]3[N:16]=[C:15]([CH2:17][O:18][C:19]4[CH:20]=[C:21]([CH:26]=[CH:27][CH:28]=4)[C:22]([O:24][CH3:25])=[O:23])[N:14]([CH3:29])[C:13]=3[CH:30]=2)=[N:4][CH:5]=[CH:6][CH:7]=1)[CH3:32]. The yield is 0.510.